From a dataset of Reaction yield outcomes from USPTO patents with 853,638 reactions. Predict the reaction yield, written as a fraction of the theoretical maximum amount of product (1.0 means a 100% yield; for example, 0.34 means a 34% yield). (1) The product is [Cl:1][C:2]1[CH:7]=[CH:6][C:5]([O:8][CH3:9])=[CH:4][C:3]=1[NH:10][C:11]1[C:12]([NH:21][S:22]([C:25]2[CH:26]=[C:27]([CH:28]=[CH:29][CH:30]=2)[C:31]([OH:43])=[O:39])(=[O:24])=[O:23])=[N:13][C:14]2[C:19]([N:20]=1)=[CH:18][CH:17]=[CH:16][CH:15]=2. The yield is 0.940. The reactants are [Cl:1][C:2]1[CH:7]=[CH:6][C:5]([O:8][CH3:9])=[CH:4][C:3]=1[NH:10][C:11]1[C:12]([NH:21][S:22]([C:25]2[CH:30]=[CH:29][CH:28]=[C:27]([C:31]#N)[CH:26]=2)(=[O:24])=[O:23])=[N:13][C:14]2[C:19]([N:20]=1)=[CH:18][CH:17]=[CH:16][CH:15]=2.O1CCOCC1.[OH-:39].[Na+].Cl.C[OH:43]. The catalyst is C(OCC)(=O)C. (2) The reactants are Cl[C:2]1[C:3]2[NH:10][CH:9]=[C:8]([CH:11]3[CH2:16][CH2:15][N:14]([C:17]([O:19]C(C)(C)C)=[O:18])[CH2:13][CH2:12]3)[C:4]=2[N:5]=[CH:6][N:7]=1.[F:24][C:25]1[CH:31]=[C:30]([S:32]([CH3:35])(=[O:34])=[O:33])[CH:29]=[CH:28][C:26]=1[NH2:27].[C:36](O[Na])([CH3:39])([CH3:38])[CH3:37]. The catalyst is O1CCOCC1.CC(C)([P](C(C)(C)C)([Pd][P](C(C)(C)C)(C(C)(C)C)C(C)(C)C)C(C)(C)C)C. The product is [C:36]([CH:13]1[CH2:12][CH:11]([C:8]2[C:4]3[N:5]=[CH:6][N:7]=[C:2]([NH:27][C:26]4[CH:28]=[CH:29][C:30]([S:32]([CH3:35])(=[O:34])=[O:33])=[CH:31][C:25]=4[F:24])[C:3]=3[NH:10][CH:9]=2)[CH2:16][CH2:15][N:14]1[C:17]([OH:19])=[O:18])([CH3:39])([CH3:38])[CH3:37]. The yield is 0.0650. (3) The reactants are Cl[C:2]1[N:7]=[C:6]([NH:8][C:9]2[CH:20]=[CH:19][CH:18]=[CH:17][C:10]=2[C:11]([NH:13][CH:14]([CH3:16])[CH3:15])=[O:12])[C:5]([CH3:21])=[CH:4][N:3]=1.[NH2:22][C:23]1[CH:24]=[C:25]([N:29]2[CH2:34][CH2:33][N:32]([CH3:35])[CH2:31][C:30]2=[O:36])[CH:26]=[CH:27][CH:28]=1.Cl. The catalyst is C(O)(C)C. The product is [CH3:15][CH:14]([NH:13][C:11](=[O:12])[C:10]1[CH:17]=[CH:18][CH:19]=[CH:20][C:9]=1[NH:8][C:6]1[C:5]([CH3:21])=[CH:4][N:3]=[C:2]([NH:22][C:23]2[CH:28]=[CH:27][CH:26]=[C:25]([N:29]3[CH2:34][CH2:33][N:32]([CH3:35])[CH2:31][C:30]3=[O:36])[CH:24]=2)[N:7]=1)[CH3:16]. The yield is 0.270. (4) The reactants are [CH3:1][N:2]1[CH2:7][CH2:6][CH:5]([OH:8])[CH2:4][CH2:3]1.C1C=CC(P(C2C=CC=CC=2)C2C=CC=CC=2)=CC=1.[CH3:28][O:29][C:30](=[O:38])[C:31]1[CH:36]=[CH:35][C:34](O)=[CH:33][CH:32]=1.N(C(OCC)=O)=NC(OCC)=O. The catalyst is C1COCC1. The product is [CH3:28][O:29][C:30](=[O:38])[C:31]1[CH:36]=[CH:35][C:34]([O:8][CH:5]2[CH2:6][CH2:7][N:2]([CH3:1])[CH2:3][CH2:4]2)=[CH:33][CH:32]=1. The yield is 0.750. (5) The reactants are C(O)(=O)C.C(O[BH-](OC(=O)C)OC(=O)C)(=O)C.[Na+].C1(C[N:26]2[CH2:31][CH2:30][CH:29]([NH2:32])[CH2:28][CH2:27]2)C=CC=CC=1.[O:33]1[CH2:38][CH2:37][C:36](=O)[CH2:35][CH2:34]1. The catalyst is C(Cl)Cl.O. The product is [O:33]1[CH2:38][CH2:37][CH:36]([NH:32][CH:29]2[CH2:28][CH2:27][NH:26][CH2:31][CH2:30]2)[CH2:35][CH2:34]1. The yield is 0.950. (6) The reactants are C[O:2][C:3]([C:5]1[C:9]([NH:10][C:11](=[O:27])[CH2:12][O:13][C:14]2[CH:19]=[CH:18][C:17]([C:20]3[CH:25]=[CH:24][C:23]([F:26])=[CH:22][CH:21]=3)=[CH:16][CH:15]=2)=[CH:8][S:7][CH:6]=1)=[O:4].[OH-].[Na+]. The catalyst is C(O)C. The product is [F:26][C:23]1[CH:22]=[CH:21][C:20]([C:17]2[CH:18]=[CH:19][C:14]([O:13][CH2:12][C:11]([NH:10][C:9]3[C:5]([C:3]([OH:4])=[O:2])=[CH:6][S:7][CH:8]=3)=[O:27])=[CH:15][CH:16]=2)=[CH:25][CH:24]=1. The yield is 0.800. (7) The reactants are C[O:2][C:3]1(OC)[CH2:9][CH2:8][CH2:7][CH2:6][CH:5]([C:10](=[O:16])[C:11]([O:13][CH2:14][CH3:15])=[O:12])[C:4]1=O.Cl.[NH2:21]O. The catalyst is CCO. The product is [O:2]=[C:3]1[C:4]2=[N:21][O:16][C:10]([C:11]([O:13][CH2:14][CH3:15])=[O:12])=[C:5]2[CH2:6][CH2:7][CH2:8][CH2:9]1. The yield is 0.350. (8) The reactants are C[O:2][C:3](=[O:34])[C:4]1[CH:9]=[C:8]([CH2:10][NH:11][C:12]([C:14]2[C:15](=[O:32])[NH:16][C:17]3[C:22]([CH:23]=2)=[CH:21][CH:20]=[C:19]([O:24][CH3:25])[C:18]=3[O:26][CH2:27][CH2:28][CH2:29][CH2:30][CH3:31])=[O:13])[CH:7]=[CH:6][C:5]=1[OH:33].[OH-].[Na+].O.Cl. The catalyst is CO. The product is [OH:33][C:5]1[CH:6]=[CH:7][C:8]([CH2:10][NH:11][C:12]([C:14]2[C:15](=[O:32])[NH:16][C:17]3[C:22]([CH:23]=2)=[CH:21][CH:20]=[C:19]([O:24][CH3:25])[C:18]=3[O:26][CH2:27][CH2:28][CH2:29][CH2:30][CH3:31])=[O:13])=[CH:9][C:4]=1[C:3]([OH:34])=[O:2]. The yield is 0.910.